Dataset: Reaction yield outcomes from USPTO patents with 853,638 reactions. Task: Predict the reaction yield, written as a fraction of the theoretical maximum amount of product (1.0 means a 100% yield; for example, 0.34 means a 34% yield). (1) The reactants are [OH:1][C:2]1[C:7]([C:8]2[CH:13]=[CH:12][CH:11]=[CH:10][CH:9]=2)=[N:6][N:5]([CH2:14][CH2:15][C:16]2[CH:21]=[CH:20][CH:19]=[CH:18][CH:17]=2)[C:4](=[O:22])[C:3]=1[C:23](OCC)=[O:24].[H-].[Na+].OC1C(C2C=CC=CC=2)=NNC(=O)[C:32]=1[C:44]([O:46]CC)=[O:45].ICCC1C=CC=CC=1.Cl.C[N:60](C)C=O. No catalyst specified. The product is [OH:1][C:2]1[C:7]([C:8]2[CH:13]=[CH:12][CH:11]=[CH:10][CH:9]=2)=[N:6][N:5]([CH2:14][CH2:15][C:16]2[CH:17]=[CH:18][CH:19]=[CH:20][CH:21]=2)[C:4](=[O:22])[C:3]=1[C:23]([NH:60][CH2:32][C:44]([OH:46])=[O:45])=[O:24]. The yield is 0.550. (2) The reactants are [F:1][C:2]1[CH:3]=[CH:4][C:5]([C:8]2[C:12]([C:13](O)=[O:14])=[CH:11][O:10][N:9]=2)=[N:6][CH:7]=1.CC1ON=C(C2C=CN=CN=2)C=1C(O)=O. No catalyst specified. The product is [F:1][C:2]1[CH:3]=[CH:4][C:5]([C:8]2[C:12]([CH2:13][OH:14])=[CH:11][O:10][N:9]=2)=[N:6][CH:7]=1. The yield is 0.700. (3) The product is [CH3:24][O:23][C:21]1[CH:20]=[C:18]([NH:19][CH2:10][C:9]2[C:4]([NH:3][CH2:1][CH3:2])=[N:5][C:6]([S:12][CH3:13])=[N:7][CH:8]=2)[CH:17]=[C:16]([O:15][CH3:14])[CH:22]=1. The reactants are [CH2:1]([NH:3][C:4]1[C:9]([CH:10]=O)=[CH:8][N:7]=[C:6]([S:12][CH3:13])[N:5]=1)[CH3:2].[CH3:14][O:15][C:16]1[CH:17]=[C:18]([CH:20]=[C:21]([O:23][CH3:24])[CH:22]=1)[NH2:19]. The yield is 0.920. The catalyst is C(O)(=O)C. (4) The reactants are [N:1]([CH2:4][CH:5]1[CH2:9][C:8]2[CH:10]=[CH:11][C:12]([Cl:21])=[C:13]([C:14]3[CH:19]=[CH:18][CH:17]=[CH:16][C:15]=3[CH3:20])[C:7]=2[O:6]1)=[N+]=[N-].C1(P(C2C=CC=CC=2)C2C=CC=CC=2)C=CC=CC=1. The catalyst is O1CCCC1. The product is [Cl:21][C:12]1[CH:11]=[CH:10][C:8]2[CH2:9][CH:5]([CH2:4][NH2:1])[O:6][C:7]=2[C:13]=1[C:14]1[CH:19]=[CH:18][CH:17]=[CH:16][C:15]=1[CH3:20]. The yield is 0.180. (5) The catalyst is [Br-].C[P+](C1C=CC=CC=1)(C1C=CC=CC=1)C1C=CC=CC=1.C1COCC1.CCCCCC. The product is [CH2:4]=[C:3]1[CH2:8][CH2:9][N:10]([C:13]([O:15][C:16]([CH3:19])([CH3:18])[CH3:17])=[O:14])[CH2:1][CH2:2]1. The reactants are [CH2:1]([Li])[CH2:2][CH2:3][CH3:4].O=C1CC[N:10]([C:13]([O:15][C:16]([CH3:19])([CH3:18])[CH3:17])=[O:14])[CH2:9][CH2:8]1. The yield is 0.590. (6) The reactants are Br[CH2:2][CH2:3][C:4]1[C:12]2[C:7](=[N:8][CH:9]=[C:10]([Cl:13])[CH:11]=2)[NH:6][C:5]=1[Si:14]([CH2:19][CH3:20])([CH2:17][CH3:18])[CH2:15][CH3:16].[N-:21]=[N+:22]=[N-:23].[Na+]. The catalyst is CN(C=O)C. The product is [N:21]([CH2:2][CH2:3][C:4]1[C:12]2[C:7](=[N:8][CH:9]=[C:10]([Cl:13])[CH:11]=2)[NH:6][C:5]=1[Si:14]([CH2:19][CH3:20])([CH2:17][CH3:18])[CH2:15][CH3:16])=[N+:22]=[N-:23]. The yield is 1.00. (7) The reactants are [Cl:1][C:2]1[CH:3]=[C:4]2[C@@:10]3([CH2:14][CH2:13][NH:12][C@@H:11]3[C:15]3[CH:20]=[CH:19][CH:18]=[CH:17][CH:16]=3)[CH2:9][NH:8][C:5]2=[CH:6][CH:7]=1.CCN(CC)CC.[CH3:28][C:29]([O:32][C:33](O[C:33]([O:32][C:29]([CH3:31])([CH3:30])[CH3:28])=[O:34])=[O:34])([CH3:31])[CH3:30]. The catalyst is C(Cl)Cl. The product is [Cl:1][C:2]1[CH:3]=[C:4]2[C@@:10]3([CH2:14][CH2:13][N:12]([C:33]([O:32][C:29]([CH3:31])([CH3:30])[CH3:28])=[O:34])[C@@H:11]3[C:15]3[CH:16]=[CH:17][CH:18]=[CH:19][CH:20]=3)[CH2:9][NH:8][C:5]2=[CH:6][CH:7]=1. The yield is 0.760.